From a dataset of Reaction yield outcomes from USPTO patents with 853,638 reactions. Predict the reaction yield, written as a fraction of the theoretical maximum amount of product (1.0 means a 100% yield; for example, 0.34 means a 34% yield). (1) The reactants are C(O[C:4]([C:6]1[N:10]2[CH2:11][CH2:12][N:13]([C:14]3[C:19]([CH3:20])=[CH:18][C:17]([CH3:21])=[CH:16][C:15]=3[CH3:22])[C:9]2=[N:8][C:7]=1[CH2:23][CH3:24])=[O:5])C.[CH2:25]([Mg]Cl)[CH2:26][CH3:27].[C:30]1(C)[CH:35]=CC=C[CH:31]=1. The catalyst is O1CCCC1. The product is [CH2:23]([C:7]1[N:8]=[C:9]2[N:13]([C:14]3[C:19]([CH3:20])=[CH:18][C:17]([CH3:21])=[CH:16][C:15]=3[CH3:22])[CH2:12][CH2:11][N:10]2[C:6]=1[C:4]([OH:5])([CH2:31][CH2:30][CH3:35])[CH2:25][CH2:26][CH3:27])[CH3:24]. The yield is 0.860. (2) The reactants are [NH2:1][C@@H:2]1[CH2:7][CH2:6][CH2:5][N:4]([C:8]([O:10][C:11]([CH3:14])([CH3:13])[CH3:12])=[O:9])[CH2:3]1.[S:15]1[CH:19]=[CH:18][N:17]=[C:16]1[C:20](O)=[O:21].CN(C(ON1N=NC2C=CC=NC1=2)=[N+](C)C)C.F[P-](F)(F)(F)(F)F.CCN(C(C)C)C(C)C. The catalyst is C(Cl)Cl.O. The product is [S:15]1[CH:19]=[CH:18][N:17]=[C:16]1[C:20]([NH:1][C@@H:2]1[CH2:7][CH2:6][CH2:5][N:4]([C:8]([O:10][C:11]([CH3:14])([CH3:13])[CH3:12])=[O:9])[CH2:3]1)=[O:21]. The yield is 0.710. (3) The reactants are [OH:1][CH2:2][CH:3]1[NH:8][CH2:7][CH2:6][N:5]([C:9]([O:11][C:12]([CH3:15])([CH3:14])[CH3:13])=[O:10])[CH2:4]1.C(N(CC)CC)C.[F:23][C:24]1[CH:32]=[CH:31][CH:30]=[CH:29][C:25]=1[C:26](Cl)=[O:27].O. The catalyst is O1CCCC1. The product is [F:23][C:24]1[CH:32]=[CH:31][CH:30]=[CH:29][C:25]=1[C:26]([N:8]1[CH2:7][CH2:6][N:5]([C:9]([O:11][C:12]([CH3:15])([CH3:14])[CH3:13])=[O:10])[CH2:4][CH:3]1[CH2:2][OH:1])=[O:27]. The yield is 0.754. (4) The reactants are [OH:1][C:2]1[CH:3]=[C:4]([C@H:18]2[CH2:22][CH2:21][C@H:20]([C:23]3[CH:28]=[C:27]([O:29][CH3:30])[C:26]([O:31][CH3:32])=[C:25]([O:33][CH3:34])[CH:24]=3)[O:19]2)[CH:5]=[C:6]([S:12]([CH2:15][CH2:16][CH3:17])(=[O:14])=[O:13])[C:7]=1[O:8][CH2:9][CH2:10][CH3:11].C(=O)([O-])[O-].[K+].[K+].Br[CH2:42][CH2:43][CH2:44][N:45]1[C:49](=[O:50])[C:48]2=[CH:51][CH:52]=[CH:53][CH:54]=[C:47]2[C:46]1=[O:55]. The catalyst is CC(C)=O. The product is [C:46]1(=[O:55])[N:45]([CH2:44][CH2:43][CH2:42][O:1][C:2]2[CH:3]=[C:4]([C@H:18]3[CH2:22][CH2:21][C@H:20]([C:23]4[CH:28]=[C:27]([O:29][CH3:30])[C:26]([O:31][CH3:32])=[C:25]([O:33][CH3:34])[CH:24]=4)[O:19]3)[CH:5]=[C:6]([S:12]([CH2:15][CH2:16][CH3:17])(=[O:14])=[O:13])[C:7]=2[O:8][CH2:9][CH2:10][CH3:11])[C:49](=[O:50])[C:48]2=[CH:51][CH:52]=[CH:53][CH:54]=[C:47]12. The yield is 0.940. (5) The product is [NH:16]([C:2]([NH:16][C:17]1[CH:22]=[CH:21][CH:20]=[CH:19][CH:18]=1)=[CH:3][C:4]([C:6]1[C:7]([Cl:14])=[N:8][C:9]([Cl:13])=[C:10]([F:12])[CH:11]=1)=[O:5])[C:17]1[CH:22]=[CH:21][CH:20]=[CH:19][CH:18]=1. The catalyst is O1CCOCC1. The yield is 0.490. The reactants are Cl[C:2](Cl)=[CH:3][C:4]([C:6]1[C:7]([Cl:14])=[N:8][C:9]([Cl:13])=[C:10]([F:12])[CH:11]=1)=[O:5].[NH2:16][C:17]1[CH:22]=[CH:21][CH:20]=[CH:19][CH:18]=1. (6) The reactants are Cl[C:2]1[N:7]=[C:6]2[CH:8]=[C:9]([C:11]3[C:16]([F:17])=[CH:15][C:14]([O:18][CH3:19])=[CH:13][C:12]=3[F:20])[NH:10][C:5]2=[CH:4][CH:3]=1.[CH3:21][N:22]([CH3:36])[S:23]([C:26]1[CH:31]=[CH:30][C:29](B(O)O)=[C:28]([CH3:35])[CH:27]=1)(=[O:25])=[O:24].C(=O)([O-])[O-].[K+].[K+].O1CCOCC1. The catalyst is C1C=CC(P(C2C=CC=CC=2)[C-]2C=CC=C2)=CC=1.C1C=CC(P(C2C=CC=CC=2)[C-]2C=CC=C2)=CC=1.Cl[Pd]Cl.[Fe+2].O. The product is [F:20][C:12]1[CH:13]=[C:14]([O:18][CH3:19])[CH:15]=[C:16]([F:17])[C:11]=1[C:9]1[NH:10][C:5]2[C:6](=[N:7][C:2]([C:29]3[CH:30]=[CH:31][C:26]([S:23]([N:22]([CH3:36])[CH3:21])(=[O:25])=[O:24])=[CH:27][C:28]=3[CH3:35])=[CH:3][CH:4]=2)[CH:8]=1. The yield is 0.830. (7) The reactants are [NH2:1][C:2]1[CH:7]=[C:6]([O:8][CH3:9])[CH:5]=[CH:4][C:3]=1[SH:10].Cl.[N:12]([O-])=O.[Na+].C(=O)([O-])[O-].[K+].[K+]. The catalyst is C1COCC1.O. The product is [CH3:9][O:8][C:6]1[CH:5]=[CH:4][C:3]2[S:10][N:12]=[N:1][C:2]=2[CH:7]=1. The yield is 0.370.